Dataset: Reaction yield outcomes from USPTO patents with 853,638 reactions. Task: Predict the reaction yield, written as a fraction of the theoretical maximum amount of product (1.0 means a 100% yield; for example, 0.34 means a 34% yield). (1) The reactants are C[O:2][C:3]1[CH:4]=[C:5]2[C:10](=[CH:11][CH:12]=1)[C:9]([O:13][C:14]1[CH:19]=[CH:18][C:17]([NH:20][S:21]([CH3:24])(=[O:23])=[O:22])=[CH:16][CH:15]=1)=[C:8]([C:25]1[CH:30]=[CH:29][CH:28]=[CH:27][CH:26]=1)[C:7]([CH3:31])=[CH:6]2.B(Br)(Br)Br.CCOC(C)=O. The catalyst is C(Cl)Cl. The product is [OH:2][C:3]1[CH:4]=[C:5]2[C:10](=[CH:11][CH:12]=1)[C:9]([O:13][C:14]1[CH:19]=[CH:18][C:17]([NH:20][S:21]([CH3:24])(=[O:23])=[O:22])=[CH:16][CH:15]=1)=[C:8]([C:25]1[CH:26]=[CH:27][CH:28]=[CH:29][CH:30]=1)[C:7]([CH3:31])=[CH:6]2. The yield is 0.630. (2) The reactants are [OH:1][N:2]1[C:11](=[O:12])[CH:10]2[CH:5]([CH:6]3[CH2:13][CH:9]2[CH:8]=[CH:7]3)[C:3]1=[O:4].N1C=CC=CC=1.[Cl:20][CH2:21][CH2:22][S:23](Cl)(=[O:25])=[O:24].Cl. The catalyst is C(Cl)Cl.C(OCC)(=O)C. The product is [Cl:20][CH2:21][CH2:22][S:23]([O:1][N:2]1[C:11](=[O:12])[CH:10]2[CH:5]([CH:6]3[CH2:13][CH:9]2[CH:8]=[CH:7]3)[C:3]1=[O:4])(=[O:25])=[O:24]. The yield is 0.730.